This data is from CYP2C19 inhibition data for predicting drug metabolism from PubChem BioAssay. The task is: Regression/Classification. Given a drug SMILES string, predict its absorption, distribution, metabolism, or excretion properties. Task type varies by dataset: regression for continuous measurements (e.g., permeability, clearance, half-life) or binary classification for categorical outcomes (e.g., BBB penetration, CYP inhibition). Dataset: cyp2c19_veith. (1) The drug is CN(CC(=O)N1CCN(c2ccccc2)CC1)S(=O)(=O)c1cnc[nH]1. The result is 1 (inhibitor). (2) The result is 0 (non-inhibitor). The molecule is CN1CC[C@@]2(CCCN(C(=O)c3cccc(F)c3)C2)C1. (3) The drug is Cc1ccc(Nc2nc(N3CCOCC3)nc(N3CCOCC3)n2)cc1. The result is 1 (inhibitor). (4) The drug is Cc1cc2c(nc1C)CCCCN2C[C@H](O)CN1CCCc2nc(-c3ccc(Br)cc3)ccc21. The result is 0 (non-inhibitor).